Dataset: Catalyst prediction with 721,799 reactions and 888 catalyst types from USPTO. Task: Predict which catalyst facilitates the given reaction. (1) Reactant: [NH:1]1[CH2:6][CH2:5][CH2:4][CH2:3][CH2:2]1.Br[CH2:8][CH2:9][C:10]#[CH:11].C([O-])([O-])=O.[K+].[K+]. Product: [CH2:11]([N:1]1[CH2:6][CH2:5][CH2:4][CH2:3][CH2:2]1)[CH2:10][C:9]#[CH:8]. The catalyst class is: 144. (2) Reactant: [CH3:1][C:2]1[CH:3]=[C:4]([C:9]2[NH:13][C:12]3[S:14][C:15]([C:17]([CH3:22])([CH3:21])[C:18]([OH:20])=[O:19])=[CH:16][C:11]=3[C:10]=2[CH2:23][CH2:24][OH:25])[CH:5]=[C:6]([CH3:8])[CH:7]=1.C(N(CC)C(C)C)(C)C.[F:35][C:36]1[C:41](O)=[C:40]([F:43])[C:39]([F:44])=[C:38]([F:45])[C:37]=1[F:46].F[P-](F)(F)(F)(F)F.N1(OC(N(C)C)=[N+](C)C)C2N=CC=CC=2N=N1. Product: [CH3:8][C:6]1[CH:5]=[C:4]([C:9]2[NH:13][C:12]3[S:14][C:15]([C:17]([CH3:22])([CH3:21])[C:18]([O:20][C:41]4[C:40]([F:43])=[C:39]([F:44])[C:38]([F:45])=[C:37]([F:46])[C:36]=4[F:35])=[O:19])=[CH:16][C:11]=3[C:10]=2[CH2:23][CH2:24][OH:25])[CH:3]=[C:2]([CH3:1])[CH:7]=1. The catalyst class is: 4. (3) Reactant: [OH:1][B:2]1[C:6]2[CH:7]=[C:8]([OH:12])[CH:9]=[C:10]([CH3:11])[C:5]=2[CH:4]([CH2:13][C:14]([O:16][CH2:17][CH3:18])=[O:15])[O:3]1.C(=O)([O-])[O-].[Cs+].[Cs+].Br[CH2:26][CH2:27][CH2:28][O:29][Si:30]([C:33]([CH3:36])([CH3:35])[CH3:34])([CH3:32])[CH3:31]. Product: [Si:30]([O:29][CH2:28][CH2:27][CH2:26][O:12][C:8]1[CH:9]=[C:10]([CH3:11])[C:5]2[CH:4]([CH2:13][C:14]([O:16][CH2:17][CH3:18])=[O:15])[O:3][B:2]([OH:1])[C:6]=2[CH:7]=1)([C:33]([CH3:34])([CH3:35])[CH3:36])([CH3:32])[CH3:31]. The catalyst class is: 3. (4) Reactant: [C:1]1(=[C:8]([C:24]2[CH:29]=[CH:28][CH:27]=[CH:26][CH:25]=2)[C:9]2[CH:14]=[CH:13][C:12](/[CH:15]=[CH:16]/[C:17]([O:19]C(C)(C)C)=[O:18])=[CH:11][CH:10]=2)[CH2:7][CH2:6][CH2:5][CH2:4][CH2:3][CH2:2]1.C(O)(C(F)(F)F)=O. Product: [C:1]1(=[C:8]([C:24]2[CH:29]=[CH:28][CH:27]=[CH:26][CH:25]=2)[C:9]2[CH:10]=[CH:11][C:12](/[CH:15]=[CH:16]/[C:17]([OH:19])=[O:18])=[CH:13][CH:14]=2)[CH2:7][CH2:6][CH2:5][CH2:4][CH2:3][CH2:2]1. The catalyst class is: 2. (5) Reactant: [CH3:1][O:2][CH2:3][O:4][C:5]1[CH:10]=[CH:9][C:8]([CH2:11][CH2:12][CH2:13][OH:14])=[C:7]([O:15][C:16]2[CH:21]=[CH:20][C:19]([C:22]([F:25])([F:24])[F:23])=[CH:18][N:17]=2)[CH:6]=1.[CH2:26]([N:28]1[CH:32]=[C:31]([CH2:33][C:34]([O:36]C)=[O:35])[C:30](O)=[N:29]1)[CH3:27].C(P(CCCC)CCCC)CCC.N(C(N1CCCCC1)=O)=NC(N1CCCCC1)=O.O1CCCC1CO.[OH-].[Na+].Cl. Product: [CH2:26]([N:28]1[CH:32]=[C:31]([CH2:33][C:34]([OH:36])=[O:35])[C:30]([O:14][CH2:13][CH2:12][CH2:11][C:8]2[CH:9]=[CH:10][C:5]([O:4][CH2:3][O:2][CH3:1])=[CH:6][C:7]=2[O:15][C:16]2[CH:21]=[CH:20][C:19]([C:22]([F:23])([F:24])[F:25])=[CH:18][N:17]=2)=[N:29]1)[CH3:27]. The catalyst class is: 7. (6) Reactant: CS(O[CH2:6][C:7]1[CH2:11][CH:10]([C:12]2[CH:17]=[CH:16][C:15]([Cl:18])=[CH:14][CH:13]=2)[N:9]([C:19]2[CH:24]=[CH:23][C:22]([Cl:25])=[CH:21][C:20]=2[Cl:26])[N:8]=1)(=O)=O.[NH4+:27].[OH-]. Product: [Cl:18][C:15]1[CH:16]=[CH:17][C:12]([CH:10]2[N:9]([C:19]3[CH:24]=[CH:23][C:22]([Cl:25])=[CH:21][C:20]=3[Cl:26])[N:8]=[C:7]([CH2:6][NH2:27])[CH2:11]2)=[CH:13][CH:14]=1. The catalyst class is: 1. (7) Reactant: [H-].[H-].[H-].[H-].[Li+].[Al+3].[CH3:7][O:8][C:9]1[C:10]([CH2:18][CH:19]([C:21]2[CH:26]=[CH:25][CH:24]=[CH:23][CH:22]=2)[CH3:20])=[C:11]([CH:15]=[CH:16][CH:17]=1)[C:12](O)=[O:13].OS(O)(=O)=O. Product: [CH3:7][O:8][C:9]1[C:10]([CH2:18][CH:19]([C:21]2[CH:26]=[CH:25][CH:24]=[CH:23][CH:22]=2)[CH3:20])=[C:11]([CH2:12][OH:13])[CH:15]=[CH:16][CH:17]=1. The catalyst class is: 1. (8) Reactant: C(O[C:4](=[O:15])[C:5]([N:10]1[CH:14]=[CH:13][N:12]=[N:11]1)=[CH:6][N:7](C)C)C.[NH:16]([C:18]1[CH:23]=[C:22]([CH3:24])[CH:21]=[CH:20][N:19]=1)N.C12(CS(O)(=O)=O)C(C)(C)C(CC1)CC2=O. Product: [CH3:24][C:22]1[CH:21]=[CH:20][N:19]=[C:18]([N:16]2[C:4](=[O:15])[C:5]([N:10]3[CH:14]=[CH:13][N:12]=[N:11]3)=[CH:6][NH:7]2)[CH:23]=1. The catalyst class is: 8.